This data is from Peptide-MHC class I binding affinity with 185,985 pairs from IEDB/IMGT. The task is: Regression. Given a peptide amino acid sequence and an MHC pseudo amino acid sequence, predict their binding affinity value. This is MHC class I binding data. (1) The peptide sequence is VWKQLFPEL. The MHC is HLA-A02:16 with pseudo-sequence HLA-A02:16. The binding affinity (normalized) is 0.0847. (2) The peptide sequence is THEANTMAM. The MHC is HLA-A02:06 with pseudo-sequence HLA-A02:06. The binding affinity (normalized) is 0.0345. (3) The peptide sequence is VQIDRLITGR. The MHC is HLA-A31:01 with pseudo-sequence HLA-A31:01. The binding affinity (normalized) is 0.651. (4) The peptide sequence is MLLILCTSQI. The MHC is HLA-A02:17 with pseudo-sequence HLA-A02:17. The binding affinity (normalized) is 0.519.